Dataset: Catalyst prediction with 721,799 reactions and 888 catalyst types from USPTO. Task: Predict which catalyst facilitates the given reaction. (1) Reactant: [Cl:1][C:2]1[CH:9]=[CH:8][C:5]([CH:6]=[O:7])=[CH:4][CH:3]=1.[C:10]1([Mg]Br)[CH:15]=[CH:14][CH:13]=[CH:12][CH:11]=1.Cl. Product: [Cl:1][C:2]1[CH:9]=[CH:8][C:5]([CH:6]([C:10]2[CH:15]=[CH:14][CH:13]=[CH:12][CH:11]=2)[OH:7])=[CH:4][CH:3]=1. The catalyst class is: 28. (2) Reactant: [NH2:1][C:2]1[N:7]=[CH:6][N:5]=[C:4]2[N:8]([CH2:25][CH:26]3[CH2:29][CH2:28][N:27]3[C:30](=[O:34])[CH2:31][C:32]#[N:33])[N:9]=[C:10]([C:11]3[CH:16]=[CH:15][C:14]([O:17][C:18]4[CH:23]=[CH:22][CH:21]=[CH:20][CH:19]=4)=[CH:13][C:12]=3[F:24])[C:3]=12.[CH3:35][C:36]([N:40]1[CH2:45][CH2:44][O:43][CH2:42][CH2:41]1)([CH3:39])[CH:37]=O.N1CCCC1.[Si](Cl)(C)(C)C. Product: [NH2:1][C:2]1[N:7]=[CH:6][N:5]=[C:4]2[N:8]([CH2:25][CH:26]3[CH2:29][CH2:28][N:27]3[C:30]([C:31](=[CH:35][C:36]([CH3:39])([N:40]3[CH2:45][CH2:44][O:43][CH2:42][CH2:41]3)[CH3:37])[C:32]#[N:33])=[O:34])[N:9]=[C:10]([C:11]3[CH:16]=[CH:15][C:14]([O:17][C:18]4[CH:19]=[CH:20][CH:21]=[CH:22][CH:23]=4)=[CH:13][C:12]=3[F:24])[C:3]=12. The catalyst class is: 2. (3) Reactant: Br[C:2]1[CH:12]=[CH:11][C:5]([C:6]([N:8]([CH3:10])[CH3:9])=[O:7])=[CH:4][C:3]=1[CH3:13].[B:14]1([B:14]2[O:18][C:17]([CH3:20])([CH3:19])[C:16]([CH3:22])([CH3:21])[O:15]2)[O:18][C:17]([CH3:20])([CH3:19])[C:16]([CH3:22])([CH3:21])[O:15]1.C([O-])(=O)C.[K+]. Product: [CH3:9][N:8]([CH3:10])[C:6](=[O:7])[C:5]1[CH:11]=[CH:12][C:2]([B:14]2[O:18][C:17]([CH3:20])([CH3:19])[C:16]([CH3:22])([CH3:21])[O:15]2)=[C:3]([CH3:13])[CH:4]=1. The catalyst class is: 16. (4) Reactant: Cl[C:2]1[N:3]=[N:4][C:5]([C:8]2[CH:9]=[N:10][N:11]([CH2:13][O:14][CH2:15][CH2:16][Si:17]([CH3:20])([CH3:19])[CH3:18])[CH:12]=2)=[CH:6][CH:7]=1.O.[NH2:22][NH2:23]. Product: [CH3:18][Si:17]([CH3:20])([CH3:19])[CH2:16][CH2:15][O:14][CH2:13][N:11]1[CH:12]=[C:8]([C:5]2[N:4]=[N:3][C:2]([NH:22][NH2:23])=[CH:7][CH:6]=2)[CH:9]=[N:10]1. The catalyst class is: 8. (5) Reactant: [C:1]([C:3]1[CH:4]=[CH:5][C:6]([N:10]2[C@@H:14]([CH:15]3[CH2:19][CH2:18][CH2:17][CH2:16]3)[CH2:13][C:12]([C:20]3[CH:29]=[CH:28][C:23]([C:24]([O:26]C)=[O:25])=[C:22]([O:30][CH3:31])[N:21]=3)=[N:11]2)=[N:7][C:8]=1[CH3:9])#[N:2].[OH-].[Li+].Cl. Product: [C:1]([C:3]1[CH:4]=[CH:5][C:6]([N:10]2[CH:14]([CH:15]3[CH2:19][CH2:18][CH2:17][CH2:16]3)[CH2:13][C:12]([C:20]3[CH:29]=[CH:28][C:23]([C:24]([OH:26])=[O:25])=[C:22]([O:30][CH3:31])[N:21]=3)=[N:11]2)=[N:7][C:8]=1[CH3:9])#[N:2]. The catalyst class is: 30. (6) Reactant: [H-].[Na+].[Br:3][C:4]1[CH:9]=[CH:8][C:7]([OH:10])=[C:6]([C:11]2[N:15]([CH3:16])[N:14]=[CH:13][CH:12]=2)[CH:5]=1.[C:17]([C:19]1[CH:20]=[C:21]([S:26]([N:29]([CH2:35][C:36]2[CH:41]=[CH:40][C:39]([O:42][CH3:43])=[CH:38][C:37]=2[O:44][CH3:45])[C:30]2[S:31][CH:32]=[CH:33][N:34]=2)(=[O:28])=[O:27])[CH:22]=[CH:23][C:24]=1F)#[N:18]. Product: [Br:3][C:4]1[CH:9]=[CH:8][C:7]([O:10][C:24]2[CH:23]=[CH:22][C:21]([S:26]([N:29]([CH2:35][C:36]3[CH:41]=[CH:40][C:39]([O:42][CH3:43])=[CH:38][C:37]=3[O:44][CH3:45])[C:30]3[S:31][CH:32]=[CH:33][N:34]=3)(=[O:28])=[O:27])=[CH:20][C:19]=2[C:17]#[N:18])=[C:6]([C:11]2[N:15]([CH3:16])[N:14]=[CH:13][CH:12]=2)[CH:5]=1. The catalyst class is: 39.